Dataset: Catalyst prediction with 721,799 reactions and 888 catalyst types from USPTO. Task: Predict which catalyst facilitates the given reaction. (1) Reactant: O[C:2]1[CH:10]=[C:9]2[C:5]([C:6]([C:17]3[CH:26]=[CH:25][C:24]4[C:19](=[CH:20][CH:21]=[CH:22][CH:23]=4)[CH:18]=3)=[N:7][N:8]2[CH:11]2[CH2:16][CH2:15][CH2:14][CH2:13][O:12]2)=[CH:4][C:3]=1[C:27]#[N:28].C1(P(C2C=CC=CC=2)C2C=CC=CC=2)C=CC=CC=1.[CH3:48][N:49]1[CH2:53][CH2:52][CH2:51][C@@H:50]1[CH2:54][OH:55].CC(OC(/N=N/C(OC(C)C)=O)=O)C. Product: [CH3:48][N:49]1[CH2:53][CH2:52][CH2:51][C@@H:50]1[CH2:54][O:55][C:22]1[CH:23]=[C:24]2[C:19](=[CH:20][CH:21]=1)[CH:18]=[C:17]([C:6]1[C:5]3[C:9](=[CH:10][CH:2]=[C:3]([C:27]#[N:28])[CH:4]=3)[N:8]([CH:11]3[CH2:16][CH2:15][CH2:14][CH2:13][O:12]3)[N:7]=1)[CH:26]=[CH:25]2. The catalyst class is: 1. (2) Product: [Cl:1][C:2]1[CH:7]=[C:6]([CH:5]=[CH:4][C:3]=1[O:11][CH2:12][C:13]1[CH:18]=[CH:17][CH:16]=[CH:15][C:14]=1[F:19])[NH2:8]. The catalyst class is: 150. Reactant: [Cl:1][C:2]1[CH:7]=[C:6]([N+:8]([O-])=O)[CH:5]=[CH:4][C:3]=1[O:11][CH2:12][C:13]1[CH:18]=[CH:17][CH:16]=[CH:15][C:14]=1[F:19].[Cl-].[NH4+].C(O)C.CO. (3) Reactant: [Cl:1][C:2]1[CH:18]=[CH:17][C:5]2[CH2:6][CH2:7][N:8]([C:11](=[O:16])[C:12]([F:15])([F:14])[F:13])[CH2:9][CH2:10][C:4]=2[C:3]=1OS(C(F)(F)F)(=O)=O.[F:27][C:28]([CH:34]([O:36][C:37]1[CH:44]=[CH:43][C:40]([CH2:41][NH2:42])=[CH:39][CH:38]=1)[CH3:35])([F:33])[C:29]([F:32])([F:31])[F:30].[F:45][C:46]([F:55])([C:49]1[CH:54]=[CH:53][CH:52]=[CH:51][CH:50]=1)[CH2:47][NH2:48]. Product: [Cl:1][C:2]1[CH:18]=[CH:17][C:5]2[CH2:6][CH2:7][N:8]([C:11](=[O:16])[C:12]([F:13])([F:15])[F:14])[CH2:9][CH2:10][C:4]=2[C:3]=1[NH:42][CH2:41][C:40]1[CH:39]=[CH:38][C:37]([O:36][CH:34]([C:28]([F:27])([F:33])[C:29]([F:30])([F:31])[F:32])[CH3:35])=[CH:44][CH:43]=1.[F:45][C:46]([F:55])([C:49]1[CH:50]=[CH:51][CH:52]=[CH:53][CH:54]=1)[CH2:47][NH2:48]. The catalyst class is: 11.